This data is from Reaction yield outcomes from USPTO patents with 853,638 reactions. The task is: Predict the reaction yield, written as a fraction of the theoretical maximum amount of product (1.0 means a 100% yield; for example, 0.34 means a 34% yield). The reactants are [Cl:1]CCl.[C:4]([NH:8][C:9](=[O:37])[O:10][CH:11]1[CH2:18][CH:17]2[CH:13]([CH2:14][CH:15]([N:19](C(OC(C)(C)C)=O)[CH2:20][C:21]([N:23]3[CH2:27][CH2:26][CH2:25][CH:24]3[C:28]#[N:29])=[O:22])[CH2:16]2)[CH2:12]1)([CH3:7])([CH3:6])[CH3:5].Cl. The catalyst is CCOCC. The product is [ClH:1].[C:4]([NH:8][C:9](=[O:37])[O:10][CH:11]1[CH2:18][CH:17]2[CH:13]([CH2:14][CH:15]([NH:19][CH2:20][C:21]([N:23]3[CH2:27][CH2:26][CH2:25][CH:24]3[C:28]#[N:29])=[O:22])[CH2:16]2)[CH2:12]1)([CH3:7])([CH3:5])[CH3:6]. The yield is 0.550.